Task: Binary Classification. Given a drug SMILES string, predict its activity (active/inactive) in a high-throughput screening assay against a specified biological target.. Dataset: Cav3 T-type calcium channel HTS with 100,875 compounds The result is 0 (inactive). The molecule is C1(CCCC(=C1/C=C\C(C)=C/C=C\C(C)=C/C=C\C=C(/C=C\C=C(/C=C\C=1C(CCCC1C)(C)C)C)C)C)(C)C.